This data is from Forward reaction prediction with 1.9M reactions from USPTO patents (1976-2016). The task is: Predict the product of the given reaction. (1) Given the reactants [Si]([O:18][CH:19]1[CH2:23][CH2:22][N:21]([C:24]2[CH:29]=[CH:28][CH:27]=[CH:26][C:25]=2[S:30]([NH:33][C:34]2[S:35][CH:36]=[CH:37][N:38]=2)(=[O:32])=[O:31])[C:20]1=[O:39])(C(C)(C)C)(C1C=CC=CC=1)C1C=CC=CC=1.[F-].C([N+](CCCC)(CCCC)CCCC)CCC.O, predict the reaction product. The product is: [OH:18][CH:19]1[CH2:23][CH2:22][N:21]([C:24]2[CH:29]=[CH:28][CH:27]=[CH:26][C:25]=2[S:30]([NH:33][C:34]2[S:35][CH:36]=[CH:37][N:38]=2)(=[O:31])=[O:32])[C:20]1=[O:39]. (2) Given the reactants [F:1][C:2]([F:18])([F:17])[CH2:3][NH:4][C:5]1[CH:12]=[CH:11][C:8]([C:9]#[N:10])=[C:7]([C:13]([F:16])([F:15])[F:14])[CH:6]=1.Br[CH2:20][C:21]1[S:22][C:23]2[CH:29]=[CH:28][CH:27]=[CH:26][C:24]=2[N:25]=1.C([O-])([O-])=O.[Cs+].[Cs+], predict the reaction product. The product is: [S:22]1[C:23]2[CH:29]=[CH:28][CH:27]=[CH:26][C:24]=2[N:25]=[C:21]1[CH2:20][N:4]([CH2:3][C:2]([F:17])([F:18])[F:1])[C:5]1[CH:12]=[CH:11][C:8]([C:9]#[N:10])=[C:7]([C:13]([F:16])([F:14])[F:15])[CH:6]=1. (3) Given the reactants [C:1]1([CH2:7][NH:8][CH2:9][C@@H:10]2[O:19][C:14]3=[N:15][CH:16]=[CH:17][CH:18]=[C:13]3[O:12][CH2:11]2)[CH:6]=[CH:5][CH:4]=[CH:3][CH:2]=1.[C:20](#[N:23])[CH:21]=[CH2:22], predict the reaction product. The product is: [O:12]1[C:13]2[C:14](=[N:15][CH:16]=[CH:17][CH:18]=2)[O:19][C@@H:10]([CH2:9][N:8]([CH2:7][C:1]2[CH:2]=[CH:3][CH:4]=[CH:5][CH:6]=2)[CH2:22][CH2:21][C:20]#[N:23])[CH2:11]1. (4) Given the reactants [N:1]1[CH:6]=[CH:5][CH:4]=[CH:3][C:2]=1[C:7]([NH:9][C:10]1[C:11]([C:15]([NH:17][CH2:18][CH2:19][CH2:20][C:21]([O:23]CC)=[O:22])=[O:16])=[N:12][NH:13][CH:14]=1)=[O:8].C(O)C.[OH-].[Na+].Cl, predict the reaction product. The product is: [N:1]1[CH:6]=[CH:5][CH:4]=[CH:3][C:2]=1[C:7]([NH:9][C:10]1[C:11]([C:15]([NH:17][CH2:18][CH2:19][CH2:20][C:21]([OH:23])=[O:22])=[O:16])=[N:12][NH:13][CH:14]=1)=[O:8]. (5) Given the reactants Br[C:2]1[CH:7]=[CH:6][C:5]([S:8]([NH:11][C:12]2[CH:17]=[C:16]([N:18]3[CH2:23][C@H:22]([CH3:24])[NH:21][C@H:20]([CH3:25])[CH2:19]3)[CH:15]=[CH:14][C:13]=2[O:26][CH3:27])(=[O:10])=[O:9])=[C:4]([F:28])[CH:3]=1.[O:29]1[CH:33]=[CH:32][CH:31]=[C:30]1B(O)O.CC(C)([O-])C.[K+], predict the reaction product. The product is: [CH3:25][C@H:20]1[NH:21][C@@H:22]([CH3:24])[CH2:23][N:18]([C:16]2[CH:15]=[CH:14][C:13]([O:26][CH3:27])=[C:12]([NH:11][S:8]([C:5]3[CH:6]=[CH:7][C:2]([C:30]4[O:29][CH:33]=[CH:32][CH:31]=4)=[CH:3][C:4]=3[F:28])(=[O:10])=[O:9])[CH:17]=2)[CH2:19]1. (6) Given the reactants Cl[C:2]1[CH:7]=[C:6]([CH2:8][N:9]2[CH:14]=[C:13]([C:15]3[O:19][N:18]=[C:17]([C:20]4[CH:25]=[CH:24][C:23]([O:26][C:27]([F:30])([F:29])[F:28])=[CH:22][CH:21]=4)[N:16]=3)[CH:12]=[CH:11][C:10]2=[O:31])[CH:5]=[CH:4][N:3]=1.[C:32]([CH:34]1[CH2:39][CH2:38][NH:37][CH2:36][CH2:35]1)#[N:33], predict the reaction product. The product is: [O:31]=[C:10]1[CH:11]=[CH:12][C:13]([C:15]2[O:19][N:18]=[C:17]([C:20]3[CH:25]=[CH:24][C:23]([O:26][C:27]([F:30])([F:29])[F:28])=[CH:22][CH:21]=3)[N:16]=2)=[CH:14][N:9]1[CH2:8][C:6]1[CH:5]=[CH:4][N:3]=[C:2]([N:37]2[CH2:38][CH2:39][CH:34]([C:32]#[N:33])[CH2:35][CH2:36]2)[CH:7]=1.